From a dataset of Forward reaction prediction with 1.9M reactions from USPTO patents (1976-2016). Predict the product of the given reaction. (1) Given the reactants C([Li])CCC.[C:6]([C:10]1[CH:15]=[C:14]([C:16]([CH3:19])([CH3:18])[CH3:17])[C:13]([O:20][CH3:21])=[CH:12][C:11]=1[O:22][CH3:23])([CH3:9])([CH3:8])[CH3:7].[C:24](=[O:26])=[O:25].Cl, predict the reaction product. The product is: [C:6]([C:10]1[C:11]([O:22][CH3:23])=[C:12]([C:13]([O:20][CH3:21])=[C:14]([C:16]([CH3:17])([CH3:19])[CH3:18])[CH:15]=1)[C:24]([OH:26])=[O:25])([CH3:7])([CH3:8])[CH3:9]. (2) Given the reactants [CH3:1][O:2][C:3]1[CH:12]=[CH:11][C:10]([N+:13]([O-:15])=[O:14])=[C:9]2[C:4]=1[CH2:5][CH2:6][CH:7]([C:16]([OH:18])=[O:17])[CH2:8]2.S(Cl)(Cl)=O.[NH2:23][C:24]1[CH:37]=[CH:36][C:27]([C:28]([N:30]2[CH2:35][CH2:34][O:33][CH2:32][CH2:31]2)=[O:29])=[CH:26][CH:25]=1.[CH2:38](N([CH2:43][CH3:44])CC)[CH3:39], predict the reaction product. The product is: [CH:3]([O:2][CH:43]([CH3:44])[CH3:24])([CH3:12])[CH3:4].[C:16]([O:18][CH2:38][CH3:39])(=[O:17])[CH3:7].[O:33]1[CH2:32][CH2:31][N:30]([C:28]([C:27]2[CH:36]=[CH:37][C:24]([NH:23][C:16]([CH:7]3[CH2:6][CH2:5][C:4]4[C:9](=[C:10]([N+:13]([O-:15])=[O:14])[CH:11]=[CH:12][C:3]=4[O:2][CH3:1])[CH2:8]3)=[O:18])=[CH:25][CH:26]=2)=[O:29])[CH2:35][CH2:34]1. (3) Given the reactants [Br:1][C:2]1[CH:17]=[CH:16][C:5]([O:6][C:7]2[N:12]=[CH:11][C:10]([N+:13]([O-])=O)=[CH:9][N:8]=2)=[CH:4][CH:3]=1.CO, predict the reaction product. The product is: [Br:1][C:2]1[CH:17]=[CH:16][C:5]([O:6][C:7]2[N:8]=[CH:9][C:10]([NH2:13])=[CH:11][N:12]=2)=[CH:4][CH:3]=1. (4) Given the reactants [OH:1][C:2]1[CH:9]=[CH:8][CH:7]=[CH:6][C:3]=1[CH2:4][OH:5].[C:10]([O-])([O-])=O.[K+].[K+].[CH2:16](O)[CH3:17], predict the reaction product. The product is: [CH:16]([O:1][C:2]1[CH:9]=[CH:8][CH:7]=[CH:6][C:3]=1[CH2:4][OH:5])([CH3:17])[CH3:10]. (5) Given the reactants [Cl:1][C:2]1[CH:3]=[C:4]2[C:13](=[C:14]3[C:19]=1[CH:18]=[CH:17][CH:16]=[N:15]3)[NH:12][S:11](=[O:21])(=[O:20])[C:10]1[C:5]2=[CH:6][C:7](F)=[CH:8][CH:9]=1.[NH:23]1[CH2:28][CH2:27][O:26][CH2:25][CH2:24]1, predict the reaction product. The product is: [Cl:1][C:2]1[CH:3]=[C:4]2[C:13](=[C:14]3[C:19]=1[CH:18]=[CH:17][CH:16]=[N:15]3)[NH:12][S:11](=[O:21])(=[O:20])[C:10]1[C:5]2=[CH:6][C:7]([N:23]2[CH2:28][CH2:27][O:26][CH2:25][CH2:24]2)=[CH:8][CH:9]=1.